This data is from Full USPTO retrosynthesis dataset with 1.9M reactions from patents (1976-2016). The task is: Predict the reactants needed to synthesize the given product. (1) Given the product [Cl:1][C:2]1[CH:24]=[C:23]([Cl:25])[CH:22]=[CH:21][C:3]=1[CH2:4][O:5][C:6]1[CH:11]=[C:10]([O:12][CH2:13][CH2:14][O:15][CH3:16])[CH:9]=[CH:8][C:7]=1[CH2:17][CH2:18][CH2:19][O:20][C:30]1[CH:31]=[C:32]([CH2:33][CH2:34][C:35]([OH:37])=[O:36])[N:28]([CH2:26][CH3:27])[N:29]=1, predict the reactants needed to synthesize it. The reactants are: [Cl:1][C:2]1[CH:24]=[C:23]([Cl:25])[CH:22]=[CH:21][C:3]=1[CH2:4][O:5][C:6]1[CH:11]=[C:10]([O:12][CH2:13][CH2:14][O:15][CH3:16])[CH:9]=[CH:8][C:7]=1[CH2:17][CH2:18][CH2:19][OH:20].[CH2:26]([N:28]1[C:32]([CH2:33][CH2:34][C:35]([O:37]CC)=[O:36])=[CH:31][C:30](O)=[N:29]1)[CH3:27].C(P(CCCC)CCCC)CCC.N(C(N1CCCCC1)=O)=NC(N1CCCCC1)=O.O1CCCC1CO.[OH-].[Na+].Cl. (2) Given the product [CH:1]1([NH:7][N:8]2[C:20]3[C:19]4[CH:18]=[CH:17][CH:16]=[CH:15][C:14]=4[N+:13]([O-:33])=[CH:12][C:11]=3[N:10]=[C:9]2[CH2:21][O:22][CH2:23][CH3:24])[CH2:2][CH2:3][CH2:4][CH2:5][CH2:6]1, predict the reactants needed to synthesize it. The reactants are: [CH:1]1([NH:7][N:8]2[C:20]3[C:19]4[CH:18]=[CH:17][CH:16]=[CH:15][C:14]=4[N:13]=[CH:12][C:11]=3[N:10]=[C:9]2[CH2:21][O:22][CH2:23][CH3:24])[CH2:6][CH2:5][CH2:4][CH2:3][CH2:2]1.C1C=C(Cl)C=C(C(OO)=[O:33])C=1.C(Cl)(Cl)Cl.CO. (3) Given the product [C:15]([NH:16][C@@H:17]1[CH2:18][CH2:19][C@H:20]([NH:23][C:7]2[C:2]([C:36]3[CH:37]=[CH:38][C:33]([C:32]([NH:31][C:25]4[CH:30]=[CH:29][CH:28]=[CH:27][CH:26]=4)=[O:48])=[CH:34][CH:35]=3)=[C:3]([NH2:9])[N:4]=[CH:5][N:6]=2)[CH2:21][CH2:22]1)(=[O:24])[CH:49]=[CH2:50], predict the reactants needed to synthesize it. The reactants are: Cl[C:2]1[C:3]([NH2:9])=[N:4][CH:5]=[N:6][C:7]=1Cl.C(O[C:15](=[O:24])[NH:16][C@H:17]1[CH2:22][CH2:21][C@@H:20]([NH2:23])[CH2:19][CH2:18]1)(C)(C)C.[C:25]1([NH:31][C:32](=[O:48])[C:33]2[CH:38]=[CH:37][C:36](B3OC(C)(C)C(C)(C)O3)=[CH:35][CH:34]=2)[CH:30]=[CH:29][CH:28]=[CH:27][CH:26]=1.[C:49](Cl)(=O)[CH:50]=C.